From a dataset of Full USPTO retrosynthesis dataset with 1.9M reactions from patents (1976-2016). Predict the reactants needed to synthesize the given product. Given the product [NH2:50][C:43]1[CH:44]=[C:45]([O:48][CH3:49])[CH:46]=[CH:47][C:42]=1[CH:38]1[CH2:39][CH2:40][CH2:41][C:35]2[CH:34]=[C:33]([OH:32])[CH:54]=[CH:53][C:36]=2[CH2:37]1, predict the reactants needed to synthesize it. The reactants are: C([Sn](CCCC)(CCCC)C1C=CC(OC)=CC=1[N+]([O-])=O)CCC.C([O:32][C:33]1[CH:54]=[CH:53][C:36]2[CH:37]=[C:38]([C:42]3[CH:47]=[CH:46][C:45]([O:48][CH3:49])=[CH:44][C:43]=3[N+:50]([O-])=O)[CH2:39][CH2:40][CH2:41][C:35]=2[CH:34]=1)C1C=CC=CC=1.